Dataset: Catalyst prediction with 721,799 reactions and 888 catalyst types from USPTO. Task: Predict which catalyst facilitates the given reaction. (1) Reactant: [CH3:1][CH:2]1[CH2:7][CH:6]([N:8]2[CH2:11][C:10]([CH2:34][C:35]#[N:36])([N:12]3[CH:16]=[C:15]([C:17]4[C:18]5[CH:25]=[CH:24][N:23]([CH2:26][O:27][CH2:28][CH2:29][Si:30]([CH3:33])([CH3:32])[CH3:31])[C:19]=5[N:20]=[CH:21][N:22]=4)[CH:14]=[N:13]3)[CH2:9]2)[CH2:5][CH2:4][NH:3]1.[F:37][C:38]1[CH:39]=[C:40]([CH:44]=[CH:45][CH:46]=1)[C:41](O)=[O:42].F[P-](F)(F)(F)(F)F.N1(O[P+](N(C)C)(N(C)C)N(C)C)C2C=CC=CC=2N=N1.C(N(CC)CC)C. Product: [F:37][C:38]1[CH:39]=[C:40]([CH:44]=[CH:45][CH:46]=1)[C:41]([N:3]1[CH2:4][CH2:5][CH:6]([N:8]2[CH2:11][C:10]([CH2:34][C:35]#[N:36])([N:12]3[CH:16]=[C:15]([C:17]4[C:18]5[CH:25]=[CH:24][N:23]([CH2:26][O:27][CH2:28][CH2:29][Si:30]([CH3:31])([CH3:33])[CH3:32])[C:19]=5[N:20]=[CH:21][N:22]=4)[CH:14]=[N:13]3)[CH2:9]2)[CH2:7][CH:2]1[CH3:1])=[O:42]. The catalyst class is: 3. (2) Reactant: Cl[S:2]([C:5]1[CH:14]=[CH:13][CH:12]=[C:11]2[C:6]=1[CH:7]=[CH:8][CH:9]=[C:10]2[C:15]([OH:17])=[O:16])(=[O:4])=[O:3].C(N(CC)CC)C.[C:25]([O:29][C:30]([N:32]1[CH2:37][CH2:36][CH:35]([NH2:38])[CH2:34][CH2:33]1)=[O:31])([CH3:28])([CH3:27])[CH3:26]. Product: [C:25]([O:29][C:30]([N:32]1[CH2:37][CH2:36][CH:35]([NH:38][S:2]([C:5]2[C:6]3[C:11](=[C:10]([C:15]([OH:17])=[O:16])[CH:9]=[CH:8][CH:7]=3)[CH:12]=[CH:13][CH:14]=2)(=[O:4])=[O:3])[CH2:34][CH2:33]1)=[O:31])([CH3:28])([CH3:26])[CH3:27]. The catalyst class is: 4.